From a dataset of Reaction yield outcomes from USPTO patents with 853,638 reactions. Predict the reaction yield, written as a fraction of the theoretical maximum amount of product (1.0 means a 100% yield; for example, 0.34 means a 34% yield). The reactants are CN(C)C=O.[CH3:6][C@@:7]1([CH2:10][N:11]2[CH:15]=[C:14]([N+:16]([O-:18])=[O:17])[N:13]=[C:12]2[S:19][C:20]2[CH:25]=[CH:24][CH:23]=[CH:22][C:21]=2[N+:26]([O-:28])=[O:27])[CH2:9][O:8]1.[N:29]1([C:35]([O:37][CH2:38][CH:39]=[CH:40][C:41]2[CH:46]=[CH:45][C:44]([C:47]([F:50])([F:49])[F:48])=[CH:43][CH:42]=2)=[O:36])[CH2:34][CH2:33][NH:32][CH2:31][CH2:30]1.O. The catalyst is C(OCC)(=O)C. The product is [N+:16]([C:14]1[N:13]=[C:12]([S:19][C:20]2[CH:25]=[CH:24][CH:23]=[CH:22][C:21]=2[N+:26]([O-:28])=[O:27])[N:11]([CH2:10][C@:7]([OH:8])([CH3:6])[CH2:9][N:32]2[CH2:31][CH2:30][N:29]([C:35]([O:37][CH2:38][CH:39]=[CH:40][C:41]3[CH:46]=[CH:45][C:44]([C:47]([F:49])([F:50])[F:48])=[CH:43][CH:42]=3)=[O:36])[CH2:34][CH2:33]2)[CH:15]=1)([O-:18])=[O:17]. The yield is 0.870.